This data is from Full USPTO retrosynthesis dataset with 1.9M reactions from patents (1976-2016). The task is: Predict the reactants needed to synthesize the given product. (1) Given the product [Br:18][C:8]12[CH2:11][CH2:12][C:5]([C:3]([O:2][CH3:1])=[O:4])([CH2:10][CH2:9]1)[CH2:6][CH2:7]2, predict the reactants needed to synthesize it. The reactants are: [CH3:1][O:2][C:3]([C:5]12[CH2:12][CH2:11][C:8](C(O)=O)([CH2:9][CH2:10]1)[CH2:7][CH2:6]2)=[O:4].[OH-].[Na+].[Br:18]Br. (2) Given the product [CH3:1][C:2]1([CH3:16])[C:10]2[C:9]3[CH:11]=[CH:12][CH:13]=[CH:14][C:8]=3[CH:7]=[CH:6][C:5]=2[N:4]([CH2:18][CH2:19][C:20]([OH:22])=[O:21])[CH:3]1[CH3:15], predict the reactants needed to synthesize it. The reactants are: [CH3:1][C:2]1([CH3:16])[C:10]2[C:9]3[CH:11]=[CH:12][CH:13]=[CH:14][C:8]=3[CH:7]=[CH:6][C:5]=2[N:4]=[C:3]1[CH3:15].Br[CH2:18][CH2:19][C:20]([OH:22])=[O:21]. (3) Given the product [Cl:1][C:2]1[CH:7]=[C:6]([Cl:8])[CH:5]=[C:4]([CH2:15][N:10]2[CH2:14][CH2:13][CH2:12][CH2:11]2)[C:3]=1[OH:9], predict the reactants needed to synthesize it. The reactants are: [Cl:1][C:2]1[CH:7]=[C:6]([Cl:8])[CH:5]=[CH:4][C:3]=1[OH:9].[NH:10]1[CH2:14][CH2:13][CH2:12][CH2:11]1.[CH2:15]=O. (4) Given the product [CH3:22][O:21][C:15]1[CH:14]=[C:13]([CH:18]=[CH:17][C:16]=1[O:19][CH3:20])[C:23]([C:25]1[CH:30]=[CH:29][N:28]=[CH:27][CH:26]=1)=[O:31], predict the reactants needed to synthesize it. The reactants are: CCCCCC.C([Li])CCC.Br[C:13]1[CH:14]=[C:15]([O:21][CH3:22])[C:16]([O:19][CH3:20])=[CH:17][CH:18]=1.[C:23]([C:25]1[CH:30]=[CH:29][N:28]=[CH:27][CH:26]=1)#N.[O:31]1CCCC1. (5) Given the product [F:13][C:5]1[CH:4]=[CH:3][C:2]([C:19]2[N:23]3[CH:24]=[CH:25][C:26]([C:28]([F:29])([F:30])[F:31])=[N:27][C:22]3=[N:21][CH:20]=2)=[CH:7][C:6]=1[C:8]1[S:9][CH:10]=[CH:11][N:12]=1, predict the reactants needed to synthesize it. The reactants are: Br[C:2]1[CH:3]=[CH:4][C:5]([F:13])=[C:6]([C:8]2[S:9][CH:10]=[CH:11][N:12]=2)[CH:7]=1.C([Sn](CCCC)(CCCC)[C:19]1[N:23]2[CH:24]=[CH:25][C:26]([C:28]([F:31])([F:30])[F:29])=[N:27][C:22]2=[N:21][CH:20]=1)CCC. (6) Given the product [CH3:16][C:8]1[CH:9]=[CH:10][C:2]([N:12]2[N:13]=[CH:14][CH:15]=[N:11]2)=[C:3]([CH:7]=1)[C:4]([OH:6])=[O:5], predict the reactants needed to synthesize it. The reactants are: I[C:2]1[CH:10]=[CH:9][CH:8]=[CH:7][C:3]=1[C:4]([OH:6])=[O:5].[NH:11]1[CH:15]=[CH:14][N:13]=[N:12]1.[C:16]([O-])([O-])=O.[Cs+].[Cs+].CN[C@@H]1CCCC[C@H]1NC. (7) Given the product [F:1][C:2]1[CH:3]=[C:4]([O:11][CH2:16][C:15]2[CH:18]=[CH:19][CH:20]=[C:13]([F:12])[CH:14]=2)[CH:5]=[CH:6][C:7]=1[N+:8]([O-:10])=[O:9], predict the reactants needed to synthesize it. The reactants are: [F:1][C:2]1[CH:3]=[C:4]([OH:11])[CH:5]=[CH:6][C:7]=1[N+:8]([O-:10])=[O:9].[F:12][C:13]1[CH:14]=[C:15]([CH:18]=[CH:19][CH:20]=1)[CH2:16]Br.